The task is: Predict the reactants needed to synthesize the given product.. This data is from Full USPTO retrosynthesis dataset with 1.9M reactions from patents (1976-2016). (1) Given the product [ClH:26].[CH3:8][C:6]1([CH3:7])[C:2]([CH3:1])([CH3:25])[O:3][B:4]([C:9]2[CH:10]=[CH:11][C:12]([C@H:15]([NH2:17])[CH3:16])=[CH:13][CH:14]=2)[O:5]1, predict the reactants needed to synthesize it. The reactants are: [CH3:1][C:2]1([CH3:25])[C:6]([CH3:8])([CH3:7])[O:5][B:4]([C:9]2[CH:14]=[CH:13][C:12]([C@H:15]([NH:17]C(=O)OC(C)(C)C)[CH3:16])=[CH:11][CH:10]=2)[O:3]1.[ClH:26]. (2) The reactants are: N#N.[CH2:3]([O:5][C:6]([C:8]1[N:9]=[C:10]([CH:13]=[O:14])[O:11][CH:12]=1)=[O:7])[CH3:4].[BH4-].[Na+].[NH4+].[Cl-]. Given the product [CH2:3]([O:5][C:6]([C:8]1[N:9]=[C:10]([CH2:13][OH:14])[O:11][CH:12]=1)=[O:7])[CH3:4], predict the reactants needed to synthesize it. (3) Given the product [O:1]=[C:2]1[N:8]([CH:9]2[CH2:14][CH2:13][N:12]([C:15]([O:17][C@H:18]([CH2:37][C:38]3[CH:47]=[C:46]([CH3:48])[C:41]4[NH:42][C:43](=[O:45])[O:44][C:40]=4[CH:39]=3)[C:19]([N:21]3[CH2:26][CH2:25][CH:24]([CH:27]4[CH2:32][CH2:31][N:30]([CH2:33][C:34]([O:36][CH2:89][CH2:88][N:82]5[CH2:87][CH2:86][O:85][CH2:84][CH2:83]5)=[O:35])[CH2:29][CH2:28]4)[CH2:23][CH2:22]3)=[O:20])=[O:16])[CH2:11][CH2:10]2)[CH2:7][CH2:6][C:5]2[CH:49]=[CH:50][CH:51]=[CH:52][C:4]=2[NH:3]1, predict the reactants needed to synthesize it. The reactants are: [O:1]=[C:2]1[N:8]([CH:9]2[CH2:14][CH2:13][N:12]([C:15]([O:17][C@H:18]([CH2:37][C:38]3[CH:47]=[C:46]([CH3:48])[C:41]4[NH:42][C:43](=[O:45])[O:44][C:40]=4[CH:39]=3)[C:19]([N:21]3[CH2:26][CH2:25][CH:24]([CH:27]4[CH2:32][CH2:31][N:30]([CH2:33][C:34]([OH:36])=[O:35])[CH2:29][CH2:28]4)[CH2:23][CH2:22]3)=[O:20])=[O:16])[CH2:11][CH2:10]2)[CH2:7][CH2:6][C:5]2[CH:49]=[CH:50][CH:51]=[CH:52][C:4]=2[NH:3]1.CN(C(ON1N=NC2C=CC=CC1=2)=[N+](C)C)C.[B-](F)(F)(F)F.C(N(CC)CC)C.[N:82]1([CH2:88][CH2:89]O)[CH2:87][CH2:86][O:85][CH2:84][CH2:83]1. (4) Given the product [CH2:18]([NH:17][C@H:13]1[CH2:14][CH2:15][CH2:16][C@H:11]([O:10][C:6]2[CH:5]=[C:4]3[C:9](=[CH:8][CH:7]=2)[NH:1][N:2]=[CH:3]3)[CH2:12]1)[CH3:19], predict the reactants needed to synthesize it. The reactants are: [NH:1]1[C:9]2[C:4](=[CH:5][C:6]([O:10][C@H:11]3[CH2:16][CH2:15][CH2:14][C@H:13]([NH:17][C:18](=O)[CH3:19])[CH2:12]3)=[CH:7][CH:8]=2)[CH:3]=[N:2]1.[H-].[Al+3].[Li+].[H-].[H-].[H-].O.[OH-].[Na+].